From a dataset of NCI-60 drug combinations with 297,098 pairs across 59 cell lines. Regression. Given two drug SMILES strings and cell line genomic features, predict the synergy score measuring deviation from expected non-interaction effect. Drug 1: CC12CCC3C(C1CCC2=O)CC(=C)C4=CC(=O)C=CC34C. Drug 2: CC1=C2C(C(=O)C3(C(CC4C(C3C(C(C2(C)C)(CC1OC(=O)C(C(C5=CC=CC=C5)NC(=O)OC(C)(C)C)O)O)OC(=O)C6=CC=CC=C6)(CO4)OC(=O)C)O)C)O. Cell line: NCI-H460. Synergy scores: CSS=30.1, Synergy_ZIP=-6.86, Synergy_Bliss=-10.1, Synergy_Loewe=-21.5, Synergy_HSA=-8.62.